From a dataset of Full USPTO retrosynthesis dataset with 1.9M reactions from patents (1976-2016). Predict the reactants needed to synthesize the given product. (1) Given the product [NH2:18][CH2:17][C:15]1[N:14]=[C:13]2[C:9]([N:10]([CH2:28][C@H:29]3[CH2:34][CH2:33][C@H:32]([CH3:35])[CH2:31][CH2:30]3)[C:11]([C:19]3[CH:24]=[C:23]([CH:25]([CH3:26])[CH3:27])[CH:22]=[CH:21][N:20]=3)=[N:12]2)=[C:8]([NH:7][C@@H:5]([CH:1]2[CH2:2][CH2:3][CH2:4]2)[CH3:6])[N:16]=1, predict the reactants needed to synthesize it. The reactants are: [CH:1]1([C@H:5]([NH:7][C:8]2[N:16]=[C:15]([C:17]#[N:18])[N:14]=[C:13]3[C:9]=2[N:10]([CH2:28][C@H:29]2[CH2:34][CH2:33][C@H:32]([CH3:35])[CH2:31][CH2:30]2)[C:11]([C:19]2[CH:24]=[C:23]([CH:25]([CH3:27])[CH3:26])[CH:22]=[CH:21][N:20]=2)=[N:12]3)[CH3:6])[CH2:4][CH2:3][CH2:2]1.CC(C[AlH]CC(C)C)C.CO.[C@H](O)(C([O-])=O)[C@@H](O)C([O-])=O.[Na+].[K+]. (2) Given the product [CH2:1]([N:3]([CH2:4][CH3:5])[C:19]1[CH:18]=[CH:17][C:16]([N+:21]([O-:23])=[O:22])=[CH:15][C:14]=1[F:13])[CH3:2], predict the reactants needed to synthesize it. The reactants are: [CH2:1]([NH:3][CH2:4][CH3:5])[CH3:2].CCN(CC)CC.[F:13][C:14]1[CH:15]=[C:16]([N+:21]([O-:23])=[O:22])[CH:17]=[CH:18][C:19]=1F. (3) Given the product [CH:1]([C:4]1[N:5]=[C:6]([C:9]2[CH:18]=[C:17]([O:19][CH:20]3[CH2:37][CH:36]4[N:22]([C:23](=[O:42])[CH2:24][CH2:25][CH2:26][CH2:27][CH2:28][CH:29]=[CH:30][CH:31]5[C:33]([C:39]([NH:53][S:50]([C:47]6([CH3:46])[CH2:49][CH2:48]6)(=[O:52])=[O:51])=[O:40])([NH:34][C:35]4=[O:38])[CH2:32]5)[CH2:21]3)[C:16]3[C:11](=[C:12]([CH3:45])[C:13]([O:43][CH3:44])=[CH:14][CH:15]=3)[N:10]=2)[S:7][CH:8]=1)([CH3:3])[CH3:2], predict the reactants needed to synthesize it. The reactants are: [CH:1]([C:4]1[N:5]=[C:6]([C:9]2[CH:18]=[C:17]([O:19][CH:20]3[CH2:37][CH:36]4[N:22]([C:23](=[O:42])[CH2:24][CH2:25][CH2:26][CH2:27][CH2:28][CH:29]=[CH:30][CH:31]5[C:33]([C:39](O)=[O:40])([NH:34][C:35]4=[O:38])[CH2:32]5)[CH2:21]3)[C:16]3[C:11](=[C:12]([CH3:45])[C:13]([O:43][CH3:44])=[CH:14][CH:15]=3)[N:10]=2)[S:7][CH:8]=1)([CH3:3])[CH3:2].[CH3:46][C:47]1([S:50]([NH2:53])(=[O:52])=[O:51])[CH2:49][CH2:48]1.C(C1N=C(C2C=C(OC3CC4N(C(=O)CCCCCCC=CC5C(C(NS(C6CC6)(=O)=O)=O)(NC4=O)C5)C3)C3C(=CC(OC)=CC=3)N=2)SC=1)(C)C. (4) Given the product [Br:1][C:2]1[CH:7]=[N:6][C:5]([NH:8][C:9]2[CH:10]=[CH:11][C:12]([CH:15]([CH2:16][OH:17])[C:25]([OH:24])=[O:23])=[CH:13][CH:14]=2)=[N:4][CH:3]=1, predict the reactants needed to synthesize it. The reactants are: [Br:1][C:2]1[CH:3]=[N:4][C:5]([NH:8][C:9]2[CH:14]=[CH:13][C:12]([CH2:15][C:16](N(OC)C)=[O:17])=[CH:11][CH:10]=2)=[N:6][CH:7]=1.C=[O:23].[O-:24][CH2:25]C.[Na+].[OH-].[K+].